The task is: Regression. Given a peptide amino acid sequence and an MHC pseudo amino acid sequence, predict their binding affinity value. This is MHC class I binding data.. This data is from Peptide-MHC class I binding affinity with 185,985 pairs from IEDB/IMGT. The peptide sequence is VLEWRFDSRL. The MHC is HLA-A24:02 with pseudo-sequence HLA-A24:02. The binding affinity (normalized) is 0.166.